Regression. Given a peptide amino acid sequence and an MHC pseudo amino acid sequence, predict their binding affinity value. This is MHC class I binding data. From a dataset of Peptide-MHC class I binding affinity with 185,985 pairs from IEDB/IMGT. (1) The peptide sequence is GRDHVRVTL. The MHC is HLA-B27:05 with pseudo-sequence HLA-B27:05. The binding affinity (normalized) is 0.468. (2) The peptide sequence is TVMDIISRK. The MHC is HLA-A68:01 with pseudo-sequence HLA-A68:01. The binding affinity (normalized) is 0.782. (3) The peptide sequence is YLSGANLNV. The MHC is HLA-A02:06 with pseudo-sequence HLA-A02:06. The binding affinity (normalized) is 0.595. (4) The peptide sequence is RPQVPLRPM. The MHC is HLA-B81:01 with pseudo-sequence HLA-B81:01. The binding affinity (normalized) is 0.689. (5) The peptide sequence is RTSKAPLER. The MHC is HLA-B27:05 with pseudo-sequence HLA-B27:05. The binding affinity (normalized) is 0.146. (6) The MHC is HLA-A68:01 with pseudo-sequence HLA-A68:01. The binding affinity (normalized) is 0.0302. The peptide sequence is YVPSAEDNY.